From a dataset of Reaction yield outcomes from USPTO patents with 853,638 reactions. Predict the reaction yield, written as a fraction of the theoretical maximum amount of product (1.0 means a 100% yield; for example, 0.34 means a 34% yield). The catalyst is C(O)C. The product is [CH2:15]([O:14][C:7]1[C:8]2[C:13](=[CH:12][CH:11]=[CH:10][CH:9]=2)[C:4]([O:3][CH2:1][CH3:2])=[C:5]([C:22]([OH:24])=[O:23])[C:6]=1[C:17]([OH:19])=[O:18])[CH3:16]. The reactants are [CH2:1]([O:3][C:4]1[C:13]2[C:8](=[CH:9][CH:10]=[CH:11][CH:12]=2)[C:7]([O:14][CH2:15][CH3:16])=[C:6]([C:17]([O:19]CC)=[O:18])[C:5]=1[C:22]([O:24]CC)=[O:23])[CH3:2].[OH-].[Na+]. The yield is 0.620.